From a dataset of Peptide-MHC class I binding affinity with 185,985 pairs from IEDB/IMGT. Regression. Given a peptide amino acid sequence and an MHC pseudo amino acid sequence, predict their binding affinity value. This is MHC class I binding data. (1) The peptide sequence is QSVLCVKKFY. The MHC is HLA-A68:01 with pseudo-sequence HLA-A68:01. The binding affinity (normalized) is 0.201. (2) The peptide sequence is MPEKRNVVV. The MHC is HLA-B54:01 with pseudo-sequence HLA-B54:01. The binding affinity (normalized) is 0.677. (3) The peptide sequence is FRPWSMGK. The MHC is HLA-B27:05 with pseudo-sequence HLA-B27:05. The binding affinity (normalized) is 0.223. (4) The MHC is HLA-B54:01 with pseudo-sequence HLA-B54:01. The peptide sequence is EISTNIRQAGVQYSR. The binding affinity (normalized) is 0.0118. (5) The peptide sequence is TVFRNQNRV. The MHC is HLA-B08:01 with pseudo-sequence HLA-B08:01. The binding affinity (normalized) is 0.213.